Dataset: Catalyst prediction with 721,799 reactions and 888 catalyst types from USPTO. Task: Predict which catalyst facilitates the given reaction. Reactant: [CH2:1]([O:8][C:9]([NH:11][C@H:12]([C:34]([O:36]C)=[O:35])[CH2:13][O:14][CH2:15][CH2:16][N:17]([C:27]([O:29][C:30]([CH3:33])([CH3:32])[CH3:31])=[O:28])[CH2:18][C:19]1[CH:24]=[CH:23][C:22]([O:25][CH3:26])=[CH:21][CH:20]=1)=[O:10])[C:2]1[CH:7]=[CH:6][CH:5]=[CH:4][CH:3]=1.[OH-].[Na+]. Product: [CH2:1]([O:8][C:9]([NH:11][C@H:12]([C:34]([OH:36])=[O:35])[CH2:13][O:14][CH2:15][CH2:16][N:17]([C:27]([O:29][C:30]([CH3:33])([CH3:31])[CH3:32])=[O:28])[CH2:18][C:19]1[CH:24]=[CH:23][C:22]([O:25][CH3:26])=[CH:21][CH:20]=1)=[O:10])[C:2]1[CH:7]=[CH:6][CH:5]=[CH:4][CH:3]=1. The catalyst class is: 8.